Regression. Given two drug SMILES strings and cell line genomic features, predict the synergy score measuring deviation from expected non-interaction effect. From a dataset of NCI-60 drug combinations with 297,098 pairs across 59 cell lines. (1) Drug 1: C1=CC(=CC=C1C#N)C(C2=CC=C(C=C2)C#N)N3C=NC=N3. Drug 2: C1C(C(OC1N2C=NC3=C(N=C(N=C32)Cl)N)CO)O. Cell line: M14. Synergy scores: CSS=30.7, Synergy_ZIP=0.687, Synergy_Bliss=3.59, Synergy_Loewe=-11.6, Synergy_HSA=4.62. (2) Drug 1: C1=CN(C(=O)N=C1N)C2C(C(C(O2)CO)O)O.Cl. Drug 2: COC1=NC(=NC2=C1N=CN2C3C(C(C(O3)CO)O)O)N. Cell line: OVCAR3. Synergy scores: CSS=-3.78, Synergy_ZIP=5.47, Synergy_Bliss=11.3, Synergy_Loewe=-5.69, Synergy_HSA=0.0106. (3) Drug 1: C1=CC(=CC=C1CCC2=CNC3=C2C(=O)NC(=N3)N)C(=O)NC(CCC(=O)O)C(=O)O. Drug 2: C(CC(=O)O)C(=O)CN.Cl. Cell line: K-562. Synergy scores: CSS=28.1, Synergy_ZIP=0.355, Synergy_Bliss=-1.40, Synergy_Loewe=-18.4, Synergy_HSA=0.297. (4) Drug 1: C1=C(C(=O)NC(=O)N1)N(CCCl)CCCl. Drug 2: COC1=C2C(=CC3=C1OC=C3)C=CC(=O)O2. Cell line: DU-145. Synergy scores: CSS=4.20, Synergy_ZIP=-6.55, Synergy_Bliss=-6.46, Synergy_Loewe=-13.3, Synergy_HSA=-7.72. (5) Drug 1: C1=CC(=CC=C1C#N)C(C2=CC=C(C=C2)C#N)N3C=NC=N3. Drug 2: B(C(CC(C)C)NC(=O)C(CC1=CC=CC=C1)NC(=O)C2=NC=CN=C2)(O)O. Cell line: MOLT-4. Synergy scores: CSS=34.9, Synergy_ZIP=-1.35, Synergy_Bliss=-1.13, Synergy_Loewe=1.28, Synergy_HSA=1.38. (6) Drug 1: CC12CCC(CC1=CCC3C2CCC4(C3CC=C4C5=CN=CC=C5)C)O. Drug 2: C(CCl)NC(=O)N(CCCl)N=O. Cell line: MDA-MB-435. Synergy scores: CSS=3.41, Synergy_ZIP=2.70, Synergy_Bliss=2.55, Synergy_Loewe=-4.97, Synergy_HSA=-1.49. (7) Drug 1: CC1=C(C=C(C=C1)NC2=NC=CC(=N2)N(C)C3=CC4=NN(C(=C4C=C3)C)C)S(=O)(=O)N.Cl. Drug 2: CCC1(CC2CC(C3=C(CCN(C2)C1)C4=CC=CC=C4N3)(C5=C(C=C6C(=C5)C78CCN9C7C(C=CC9)(C(C(C8N6C=O)(C(=O)OC)O)OC(=O)C)CC)OC)C(=O)OC)O.OS(=O)(=O)O. Cell line: SN12C. Synergy scores: CSS=30.6, Synergy_ZIP=9.12, Synergy_Bliss=8.67, Synergy_Loewe=1.94, Synergy_HSA=9.84. (8) Drug 1: C1=NC2=C(N1)C(=S)N=C(N2)N. Drug 2: CC1C(C(CC(O1)OC2CC(OC(C2O)C)OC3=CC4=CC5=C(C(=O)C(C(C5)C(C(=O)C(C(C)O)O)OC)OC6CC(C(C(O6)C)O)OC7CC(C(C(O7)C)O)OC8CC(C(C(O8)C)O)(C)O)C(=C4C(=C3C)O)O)O)O. Cell line: HCT-15. Synergy scores: CSS=31.1, Synergy_ZIP=0.289, Synergy_Bliss=-1.24, Synergy_Loewe=-3.84, Synergy_HSA=-2.81. (9) Drug 1: C1C(C(OC1N2C=NC(=NC2=O)N)CO)O. Drug 2: CC1C(C(CC(O1)OC2CC(CC3=C2C(=C4C(=C3O)C(=O)C5=CC=CC=C5C4=O)O)(C(=O)C)O)N)O. Cell line: SF-295. Synergy scores: CSS=35.1, Synergy_ZIP=0.305, Synergy_Bliss=-2.35, Synergy_Loewe=-41.6, Synergy_HSA=-2.68. (10) Drug 1: CC1=CC2C(CCC3(C2CCC3(C(=O)C)OC(=O)C)C)C4(C1=CC(=O)CC4)C. Drug 2: CC1C(C(CC(O1)OC2CC(CC3=C2C(=C4C(=C3O)C(=O)C5=C(C4=O)C(=CC=C5)OC)O)(C(=O)CO)O)N)O.Cl. Cell line: SK-OV-3. Synergy scores: CSS=38.9, Synergy_ZIP=4.11, Synergy_Bliss=3.91, Synergy_Loewe=-19.0, Synergy_HSA=5.24.